From a dataset of Peptide-MHC class II binding affinity with 134,281 pairs from IEDB. Regression. Given a peptide amino acid sequence and an MHC pseudo amino acid sequence, predict their binding affinity value. This is MHC class II binding data. The peptide sequence is GELQSVDKIDAAFKI. The MHC is DRB1_0401 with pseudo-sequence DRB1_0401. The binding affinity (normalized) is 0.550.